From a dataset of NCI-60 drug combinations with 297,098 pairs across 59 cell lines. Regression. Given two drug SMILES strings and cell line genomic features, predict the synergy score measuring deviation from expected non-interaction effect. (1) Drug 2: CC1C(C(CC(O1)OC2CC(OC(C2O)C)OC3=CC4=CC5=C(C(=O)C(C(C5)C(C(=O)C(C(C)O)O)OC)OC6CC(C(C(O6)C)O)OC7CC(C(C(O7)C)O)OC8CC(C(C(O8)C)O)(C)O)C(=C4C(=C3C)O)O)O)O. Cell line: HCT-15. Synergy scores: CSS=13.6, Synergy_ZIP=-1.88, Synergy_Bliss=-3.30, Synergy_Loewe=-32.4, Synergy_HSA=-3.75. Drug 1: CCC(=C(C1=CC=CC=C1)C2=CC=C(C=C2)OCCN(C)C)C3=CC=CC=C3.C(C(=O)O)C(CC(=O)O)(C(=O)O)O. (2) Drug 1: CS(=O)(=O)C1=CC(=C(C=C1)C(=O)NC2=CC(=C(C=C2)Cl)C3=CC=CC=N3)Cl. Drug 2: COC1=NC(=NC2=C1N=CN2C3C(C(C(O3)CO)O)O)N. Cell line: UO-31. Synergy scores: CSS=7.36, Synergy_ZIP=-9.29, Synergy_Bliss=-12.6, Synergy_Loewe=-22.7, Synergy_HSA=-11.5. (3) Drug 1: CCCCC(=O)OCC(=O)C1(CC(C2=C(C1)C(=C3C(=C2O)C(=O)C4=C(C3=O)C=CC=C4OC)O)OC5CC(C(C(O5)C)O)NC(=O)C(F)(F)F)O. Drug 2: CC1C(C(CC(O1)OC2CC(CC3=C2C(=C4C(=C3O)C(=O)C5=C(C4=O)C(=CC=C5)OC)O)(C(=O)CO)O)N)O.Cl. Cell line: KM12. Synergy scores: CSS=33.6, Synergy_ZIP=-2.04, Synergy_Bliss=-3.59, Synergy_Loewe=-1.86, Synergy_HSA=-1.04. (4) Drug 1: CN1CCC(CC1)COC2=C(C=C3C(=C2)N=CN=C3NC4=C(C=C(C=C4)Br)F)OC. Drug 2: CC12CCC(CC1=CCC3C2CCC4(C3CC=C4C5=CN=CC=C5)C)O. Cell line: MDA-MB-231. Synergy scores: CSS=13.0, Synergy_ZIP=-2.13, Synergy_Bliss=-1.57, Synergy_Loewe=-1.82, Synergy_HSA=-0.393. (5) Drug 1: CC1CCC2CC(C(=CC=CC=CC(CC(C(=O)C(C(C(=CC(C(=O)CC(OC(=O)C3CCCCN3C(=O)C(=O)C1(O2)O)C(C)CC4CCC(C(C4)OC)O)C)C)O)OC)C)C)C)OC. Drug 2: CC12CCC3C(C1CCC2OP(=O)(O)O)CCC4=C3C=CC(=C4)OC(=O)N(CCCl)CCCl.[Na+]. Cell line: KM12. Synergy scores: CSS=33.6, Synergy_ZIP=-3.33, Synergy_Bliss=-2.65, Synergy_Loewe=-26.4, Synergy_HSA=2.04. (6) Drug 1: CC1=C(C(=CC=C1)Cl)NC(=O)C2=CN=C(S2)NC3=CC(=NC(=N3)C)N4CCN(CC4)CCO. Drug 2: C1CN(P(=O)(OC1)NCCCl)CCCl. Cell line: EKVX. Synergy scores: CSS=12.0, Synergy_ZIP=-2.87, Synergy_Bliss=1.50, Synergy_Loewe=-91.4, Synergy_HSA=0.375.